From a dataset of Human Reference Interactome with 51,813 positive PPI pairs across 8,248 proteins, plus equal number of experimentally-validated negative pairs. Binary Classification. Given two protein amino acid sequences, predict whether they physically interact or not. (1) Protein 1 (ENSG00000198728) has sequence MLDRDVGPTPMYPPTYLEPGIGRHTPYGNQTDYRIFELNKRLQNWTEECDNLWWDAFTTEFFEDDAMLTITFCLEDGPKRYTIGRTLIPRYFRSIFEGGATELYYVLKHPKEAFHSNFVSLDCDQGSMVTQHGKPMFTQVCVEGRLYLEFMFDDMMRIKTWHFSIRQHRELIPRSILAMHAQDPQMLDQLSKNITRCGLSNSTLNYLRLCVILEPMQELMSRHKTYSLSPRDCLKTCLFQKWQRMVAPPAEPTRQQPSKRRKRKMSGGSTMSSGGGNTNNSNSKKKSPASTFALSSQVPD.... Protein 2 (ENSG00000002726) has sequence MPALGWAVAAILMLQTAMAEPSPGTLPRKAGVFSDLSNQELKAVHSFLWSKKELRLQPSSTTTMAKNTVFLIEMLLPKKYHVLRFLDKGERHPVREARAVIFFGDQEHPNVTEFAVGPLPGPCYMRALSPRPGYQSSWASRPISTAEYALLYHTLQEATKPLHQFFLNTTGFSFQDCHDRCLAFTDVAPRGVASGQRRSWLIIQRYVEGYFLHPTGLELLVDHGSTDAGHWAVEQVWYNGKFYGSPEELARKYADGEVDVVVLEDPLPGGKGHDSTEEPPLFSSHKPRGDFPSPIHVSGP.... Result: 0 (the proteins do not interact). (2) Protein 1 (ENSG00000131788) has sequence MAELGELKHMVMSFRVSELQVLLGFAGRNKSGRKHELLAKALHLLKSSCAPSVQMKIKELYRRRFPRKTLGPSDLSLLSLPPGTSPPVHPDVTMKPLPFYEVYGELIRPTTLASTSSQRFEEAHFTFALTPQQVQQILTSREVLPGAKCDYTIQVQLRFCLCETSCPQEDYFPPNLFVKVNGKLCPLPGYLPPTKNGAEPKRPSRPINITPLARLSATVPNTIVVNWSSEFGRNYSLSVYLVRQLTAGTLLQKLRAKGIRNPDHSRALIKEKLTADPDSEVATTSLRVSLMCPLGKMRLT.... Protein 2 (ENSG00000163421) has sequence MRSLCCAPLLLLLLLPPLLLTPRAGDAAVITGACDKDSQCGGGMCCAVSIWVKSIRICTPMGKLGDSCHPLTRKNNFGNGRQERRKRKRSKRKKEVPFFGRRMHHTCPCLPGLACLRTSFNRFICLAQK*MRSLCCAPLLLLLLLPPLLLTPRAGDAAVITGACDKDSQCGGGMCCAVSIWVKSIRICTPMGKLGDSCHPLTRKVPFFGRRMHHTCPCLPGLACLRTSFNRFICLAQK*. Result: 0 (the proteins do not interact). (3) Protein 1 (ENSG00000179083) has sequence MGKRDNRVAYMNPIAMARWRGPTQSVGPTIQDYLNRPRPTWEEVKKQLENKKTGSKALAEFEEKMNENWKKELEKSREKLLSGNESSSKKRERKKKRKKKSCRSSSSSSSSDSSSSSSDSEDEEKKQGKRRKKKKNRSYKSSQSSTHESESESKESVKKKKKSKDETEKEKDVRSLSKKRKKSYPDDKPLSSESSSESDYEEDVQAKKKRRCEEREQAKEKVKKKKKKQHKKHSKKKKKKSGSSHKSR*. Protein 2 (ENSG00000176746) has sequence MPRGHKSKLRTCEKRQETNGQPQGLTGPQATAEKQEESHSSSSSSRACLGDCRRSSDASIPQESQGVSPTGSPDAVVSYSKSDVAANGQDEKSPSTSRDASVPQESQGASPTGSPDAGVSGSKYDVAANGQDEKSPSTSHDVSVPQESQGASPTGSPDAGVSGSKYDVAAEGEDEESVSASQKAIIFKRLSKDAVKKKACTLAQFLQKKFEKKESILKADMLKCVRREYKPYFPQILNRTSQHLVVAFGVELKEMDSSGESYTLVSKLGLPSEGILSGDNALPKSGLLMSLLVVIFMNGN.... Result: 0 (the proteins do not interact). (4) Protein 1 (ENSG00000126777) has sequence MEFYESAYFIVLIPSIVITVIFLFFWLFMKETLYDEVLAKQKREQKLIPTKTDKKKAEKKKNKKKEIQNGNLHESDSESVPRDFKLSDALAVEDDQVAPVPLNVVETSSSVRERKKKEKKQKPVLEEQVIKESDASKIPGKKVEPVPVTKQPTPPSEAAASKKKPGQKKSKNGSDDQDKKVETLMVPSKRQEALPLHQETKQESGSGKKKASSKKQKTENVFVDEPLIHATTYIPLMDNADSSPVVDKREVIDLLKPDQVEGIQKSGTKKLKTETDKENAEVKFKDFLLSLKTMMFSEDE.... Protein 2 (ENSG00000157303) has sequence MRWAAATLRGKARPRGRAGVTTPAPGNRTGTCAKLRLPPQATFQVLRGNGASVGTVLMFRCPSNHQMVGSGLLTCTWKGSIAEWSSGSPVCKLVPPHETFGFKVAVIASIVSCAIILLMSMAFLTCCLLKCVKKSKRRRSNRSAQLWSQLKDEDLETVQAAYLGLKHFNKPVSGPSQAHDNHSFTTDHGESTSKLASVTRSVDKDPGIPRALSLSGSSSSPQAQVMVHMANPRQPLPASGLATGMPQQPAAYALG*MKNIGLVMEWEIPEIICTCAKLRLPPQATFQVLRGNGASVGTVL.... Result: 1 (the proteins interact). (5) Protein 1 (ENSG00000139174) has sequence MPLEMEPKMSKLAFGCQRSSTSDDDSGCALEEYAWVPPGLRPEQIQLYFACLPEEKVPYVNSPGEKHRIKQLLYQLPPHDNEVRYCQSLSEEEKKELQVFSAQRKKEALGRGTIKLLSRAVMHAVCEQCGLKINGGEVAVFASRAGPGVCWHPSCFVCFTCNELLVDLIYFYQDGKIHCGRHHAELLKPRCSACDEIIFADECTEAEGRHWHMKHFCCLECETVLGGQRYIMKDGRPFCCGCFESLYAEYCETCGEHIGVDHAQMTYDGQHWHATEACFSCAQCKASLLGCPFLPKQGQI.... Protein 2 (ENSG00000101290) has sequence MTELRQRVAHEPVAPPEDKESESEAKVDGETASDSESRAESAPLPVSADDTPEVLNRALSNLSSRWKNWWVRGILTLAMIAFFFIIIYLGPMVLMIIVMCVQIKCFHEIITIGYNVYHSYDLPWFRTLSWYFLLCVNYFFYGETVTDYFFTLVQREEPLRILSKYHRFISFTLYLIGFCMFVLSLVKKHYRLQFYMFGWTHVTLLIVVTQSHLVIHNLFEGMIWFIVPISCVICNDIMAYMFGFFFGRTPLIKLSPKKTWEGFIGGFFATVVFGLLLSYVMSGYRCFVCPVEYNNDTNSF.... Result: 0 (the proteins do not interact). (6) Protein 1 (ENSG00000134107) has sequence MERIPSAQPPPACLPKAPGLEHGDLPGMYPAHMYQVYKSRRGIKRSEDSKETYKLPHRLIEKKRRDRINECIAQLKDLLPEHLKLTTLGHLEKAVVLELTLKHVKALTNLIDQQQQKIIALQSGLQAGELSGRNVETGQEMFCSGFQTCAREVLQYLAKHENTRDLKSSQLVTHLHRVVSELLQGGTSRKPSDPAPKVMDFKEKPSSPAKGSEGPGKNCVPVIQRTFAHSSGEQSGSDTDTDSGYGGESEKGDLRSEQPCFKSDHGRRFTMGERIGAIKQESEEPPTKKNRMQLSDDEGH.... Protein 2 (ENSG00000186977) has sequence MNYYGNYYGGLGYGYGGFDDLGYGYGCGCGSFRRLGYGGGYGGYGYGSGFGGYGYRSCRPSCYGGYGFSGFY*. Result: 1 (the proteins interact). (7) Protein 1 (ENSG00000061656) has sequence MRRSSRPGSASSSRKHTPNFFSENSSMSITSEDSKGLRSAEPGPGEPEGRRARGPSCGEPALSAGVPGGTTWAGSSQQKPAPRSHNWQTACGAATVRGGASEPTGSPVVSEEPLDLLPTLDLRQEMPPPRVFKSFLSLLFQGLSVLLSLAGDVLVSMYREVCSIRFLFTAVSLLSLFLSAFWLGLLYLVSPLENEPKEMLTLSEYHERVRSQGQQLQQLQAELDKLHKEVSTVRAANSERVAKLVFQRLNEDFVRKPDYALSSVGASIDLQKTSHDYADRNTAYFWNRFSFWNYARPPTV.... Protein 2 (ENSG00000108433) has sequence MDPLFQQTHKQVHEIQSCMGRLETADKQSVHIVENEIQASIDQIFSRLERLEILSSKEPPNKRQNARLRVDQLKYDVQHLQTALRNFQHRRHAREQQERQREELLSRTFTTNDSDTTIPMDESLQFNSSLQKVHNGMDDLILDGHNILDGLRTQRLTLKGTQKKILDIANMLGLSNTVMRLIEKRAFQDKYFMIGTQGSCQTAHFGGRSAGSS*MDPLFQQTHKQVHEIQSCMGRLETADKQSVHIENEIQASIDQIFSRLERLEILSSKEPPNKRQNARLRVDQLKYDVQHLQTALRNF.... Result: 1 (the proteins interact). (8) Protein 1 (ENSG00000113851) has sequence MAGEGDQQDAAHNMGNHLPLLPAESEEEDEMEVEDQDSKEAKKPNIINFDTSLPTSHTYLGADMEEFHGRTLHDDDSCQVIPVLPQVMMILIPGQTLPLQLFHPQEVSMVRNLIQKDRTFAVLAYSNVQEREAQFGTTAEIYAYREEQDFGIEIVKVKAIGRQRFKVLELRTQSDGIQQAKVQILPECVLPSTMSAVQLESLNKCQIFPSKPVSREDQCSYKWWQKYQKRKFHCANLTSWPRWLYSLYDAETLMDRIKKQLREWDENLKDDSLPSNPIDFSYRVAACLPIDDVLRIQLLK.... Protein 2 (ENSG00000124116) has sequence MMLSCLFLLKALLALGSLESWITAGEHAKEGECPPHKNPCKELCQGDELCPAEQKCCTTGCGRICRDIPKGRKRDCPRVIRKQSCLKRCITDETCPGVKKCCTLGCNKSCVVPISKQKLAEFGGECPADPLPCEELCDGDASCPQGHKCCSTGCGRTCLGDIEGGRGGDCPKVLVGLCIVGCVMDENCQAGEKCCKSGCGRFCVPPVLPPKLTMNPNWTVRSDSELEIPVP*XIKEALLALGSLESWITAGEHAKEGECPPHKNPCKELCQGDELCPAEQKCCTTGCGRICRDIPKGRKR.... Result: 0 (the proteins do not interact). (9) Protein 1 (ENSG00000055211) has sequence MEGAPPGSLALRLLLFVALPASGWLTTGAPEPPPLSGAPQDGIRINVTTLKDDGDISKQQVVLNITYESGQVYVNDLPVNSGVTRISCQTLIVKNENLENLEEKEYFGIVSVRILVHEWPMTSGSSLQLIVIQEEVVEIDGKQVQQKDVTEIDILVKNRGVLRHSNYTLPLEESMLYSISRDSDILFTLPNLSKKESVSSLQTTSQYLIRNVETTVDEDVLPGKLPETPLRAEPPSSYKVMCQWMEKFRKDLCRFWSNVFPVFFQFLNIMVVGITGAAVVITILKVFFPVSEYKGILQLD.... Protein 2 (ENSG00000137731) has sequence MDRWYLGGSPKGDVDPFYYDYETVRNGGLIFAGLAFIVGLLILLSRRFRCGGNKKRRQINEDEP*MTGLSMDGGGSPKGDVDPFYYDYETVRNGGLIFAGLAFIVGLLILLSRRFRCGGNKKRRQINEDEP*. Result: 0 (the proteins do not interact). (10) Protein 1 (ENSG00000182545) has sequence MKLNLVQIFFMLLMLLLGLGMGLGLGLHMATAVLEESDQPLNEFWSSDSQDKAEATEEGDGTQTTETLVLSNKEVVQPGWPEDPILGEDEVGGNKMLRASALFQSNKDYLRLDQTDRECNDMMAHKMKEPSQSCIAQYAFIHEDLNTVKAVCNSPVIACELKGGKCHKSSRPFDLTLCELSQPDQVTPNCNYLTSVIKKHIIITCNDMKRQLPTGQ*MWGAPLPRRPVWDVRSASAGPQPCLGGKMKLNLVQIFFMLLMLLLGLGMGLGLGLHMATAVLEESDQPLNEFWSSDSQDKAEA.... Protein 2 (ENSG00000159256) has sequence MAAQPPRGIRLSALCPKFLHTNSTSHTWPFSAVAELIDNAYDPDVNAKQIWIDKTVINDHICLTFTDNGNGMTSDKLHKMLSFGFSDKVTMNGHVPVGLYGNGFKSGSMRLGKDAIVFTKNGESMSVGLLSQTYLEVIKAEHVVVPIVAFNKHRQMINLAESKASLAAILEHSLFSTEQKLLAELDAIIGKKGTRIIIWNLRSYKNATEFDFEKDKYDIRIPEDLDEITGKKGYKKQERMDQIAPESDYSLRAYCSILYLKPRMQIILRGQKVKTQLVSKSLAYIERDVYRPKFLSKTVR.... Result: 0 (the proteins do not interact).